From a dataset of Reaction yield outcomes from USPTO patents with 853,638 reactions. Predict the reaction yield, written as a fraction of the theoretical maximum amount of product (1.0 means a 100% yield; for example, 0.34 means a 34% yield). The reactants are [CH3:1][S:2](Cl)(=[O:4])=[O:3].[CH3:6][S:7]([CH2:10][CH2:11][OH:12])(=[O:9])=[O:8].CCN(C(C)C)C(C)C.CCOC(C)=O. The catalyst is C(Cl)Cl. The product is [CH3:6][S:7]([CH2:10][CH2:11][O:12][S:2]([CH3:1])(=[O:4])=[O:3])(=[O:9])=[O:8]. The yield is 0.660.